From a dataset of Drug-target binding data from BindingDB using IC50 measurements. Regression. Given a target protein amino acid sequence and a drug SMILES string, predict the binding affinity score between them. We predict pIC50 (pIC50 = -log10(IC50 in M); higher means more potent). Dataset: bindingdb_ic50. (1) The compound is O=c1[nH]c(Nc2ccccc2)nc2c1ncn2CCCO. The target protein sequence is MASYPCHQHASAFDQAARSRGHSNRRTALRPRRQQEATEVRPEQKMPTLLRVYIDGPHGMGKTTTTQLLVALGSRDDIVYVPEPMTYWRVLGASETIANIYTTQHRLDQGEISAGDAAVVMTSAQITMGMPYAVTDAVLAPHIGGEAGSSHAPPPALTLIFDRHPIAALLCYPAARYLMGSMTPQAVLAFVALIPPTLPGTNIVLGALPEDRHIDRLAKRQRPGERLDLAMLAAIRRVYGLLANTVRYLQGGGSWREDWGQLSGTAVPPQGAEPQSNAGPRPHIGDTLFTLFRAPELLAPNGDLYNVFAWALDVLAKRLRPMHVFILDYDQSPAGCRDALLQLTSGMVQTHVTTPGSIPTICDLARTFAREMGEAN. The pIC50 is 5.7. (2) The compound is NS(=O)(=O)c1ccc(C(=O)O)cc1. The target protein (P03472) has sequence MNPNQKILCTSATALVIGTIAVLIGITNLGLNIGLHLKPSCNCSHSQPEATNASQTIINNYYNDTNITQISNTNIQVEERAIRDFNNLTKGLCTINSWHIYGKDNAVRIGEDSDVLVTREPYVSCDPDECRFYALSQGTTIRGKHSNGTIHDRSQYRALISWPLSSPPTVYNSRVECIGWSSTSCHDGKTRMSICISGPNNNASAVIWYNRRPVTEINTWARNILRTQESECVCHNGVCPVVFTDGSATGPAETRIYYFKEGKILKWEPLAGTAKHIEECSCYGERAEITCTCRDNWQGSNRPVIRIDPVAMTHTSQYICSPVLTDNPRPNDPTVGKCNDPYPGNNNNGVKGFSYLDGVNTWLGRTISIASRSGYEMLKVPNALTDDKSKPTQGQTIVLNTDWSGYSGSFMDYWAEGECYRACFYVELIRGRPKEDKVWWTSNSIVSMCSSTEFLGQWDWPDGAKIEYFL. The pIC50 is 2.6. (3) The small molecule is Cc1cn(-c2cccc(OS(N)(=O)=O)c2)cn1.Cl. The target protein (P18915) has sequence MITLLFLLVVGAQAQHEWTYSEGVLDEKHWRLQYPDCGGTRQSPIDLKMKKVRYNPSLRALNLTGYGLRQGEFPMTNNGHTVQISLPSSMRMTTSDGSQYLAKQMHFHWGGDSSEISGSEHTVDGMRYIIEIHVVHYHSKYGSYEEAQNEPDGLAVLAALVEVKDYAENTYYSNFISHLEDIRYAGQSTVLRDLDIQDMLPGDLRYYYSYLGSLTTPSCTENVHWFVVADTVKLSKTQIEKLENSLLNHQNETIQNNYRSTQPLNHRVVEANFVSHPHQEYTLGSKLHFYLNNIDQNLEYLRRFIEQKITKRKKEKYWP. The pIC50 is 7.0. (4) The compound is CC(=O)N[C@@H]1[C@@H](N)C=C(C(=O)O)O[C@H]1[C@H](O)[C@H](O)CO. The target protein sequence is MSIKMTSQRRRASIHKETDSNIKGVDMRFKNVKKTALMLAMFGMATSSNAALFDYNATGDTEFDSPAKQGWMQDNTNNGSGVLTNADGMPAWLVQGNGGRAQWTYSLSTNQHAQASSFGWRMTTEMKVLSGGMITNYYANGTQRVLPIISLDSSGNLVVEFEGQTGRTILATGTAATEYHKFELVFLPGSNPSASFYFDGKLIRDNIQPTASKQNMIVWGNGSSNTDGVAAYRDIKFEIQGDVIFRGPDRIPSIVASSVTPGVVTAFAEKRVGGGDPGALSNTNDIITRTSRDGGITWDTELNLTEQINVSDEFDFSDPRPIYDPSTNTVLVSYARWPTDAAQNGDRIKPWMPNGIFYSVYDVASGNWRAPIDVTDQVKERSFQIAGWGGSELYRRNTNLNSQQDWQSNAKIRIVDGAANQIQVADGGRKYVFTLSIDESGSLVANLNGVSDPIILQSERAKVHSFHDYELQYSALNRSTTLFVDGQAITTWTGEVSQEN.... The pIC50 is 3.0. (5) The compound is O=C(O)c1cccc(COc2ccccc2Cl)c1. The target protein (Q13285) has sequence MDYSYDEDLDELCPVCGDKVSGYHYGLLTCESCKGFFKRTVQNNKHYTCTESQSCKIDKTQRKRCPFCRFQKCLTVGMRLEAVRADRMRGGRNKFGPMYKRDRALKQQKKAQIRANGFKLETGPPMGVPPPPPPAPDYVLPPSLHGPEPKGLAAGPPAGPLGDFGAPALPMAVPGAHGPLAGYLYPAFPGRAIKSEYPEPYASPPQPGLPYGYPEPFSGGPNVPELILQLLQLEPDEDQVRARILGCLQEPTKSRPDQPAAFGLLCRMADQTFISIVDWARRCMVFKELEVADQMTLLQNCWSELLVFDHIYRQVQHGKEGSILLVTGQEVELTTVATQAGSLLHSLVLRAQELVLQLLALQLDRQEFVCLKFIILFSLDLKFLNNHILVKDAQEKANAALLDYTLCHYPHCGDKFQQLLLCLVEVRALSMQAKEYLYHKHLGNEMPRNNLLIEMLQAKQT. The pIC50 is 6.2. (6) The compound is Cc1ccc(F)c(C(=O)CC(=O)C(=O)O)c1Cl. The target protein sequence is MTDRVSVGNLRIARVLYDFVNNEALPGTDIDPDSFWAGVDKVVADLTPQNQALLNARDELQAQIDKWHRRRVIEPIDMDAYRQFLTEIGYLLPEPDDFTITTSGVDAEITTTAGPQLVVPVLNARFALNAANARWGSLYDALYGTDVIPETDGAEKGPTYNKVRGDKVIAYARKFLDDSVPLSSGSFGDATGFTVQDGQLVVALPDKSTGLANPGQFAGYTGAAESPTSVLLINHGLHIEILIDPESQVGTTDRAGVKDVILESAITTIMDFEDSVAAVDAADKVLGYRNWLGLNKGDLAAAVDKDGTAFLRVLNRDRNYTAPGGGQFTLPGRSLMFVRNVGHLMTNDAIVDTDGSEVFEGIMDALFTGLIAIHGLKASDVNGPLINSRTGSIYIVKPKMHGPAEVAFTCELFSRVEDVLGLPQNTMKIGIMDEERRTTVNLKACIKAAADRVVFINTGFLDRTGDEIHTSMEAGPMVRKGTMKSQPWILAYEDHNVDAG.... The pIC50 is 5.3. (7) The small molecule is N#Cc1ccc([C@H]2CCc3cncn32)c(F)c1. The target protein (P15393) has sequence MALRVTADVWLARPWQCLHRTRALGTTAKVAPKTLKPFEAIPQYSRNKWLKMIQILREQGQENLHLEMHQAFQELGPIFRHSAGGAQIVSVMLPEDAEKLHQVESILPHRMPLEPWVAHRELRGLRRGVFLLNGADWRFNRLQLNPNMLSPKAIQSFVPFVDVVARDFVENLKKRMLENVHGSMSINIQSNMFNYTMEASHFVISGERLGLTGHDLKPESVTFTHALHSMFKSTTQLMFLPKSLTRWTSTRVWKEHFDSWDIISEYVTKCIKNVYRELAEGRQQSWSVISEMVAQSTLSMDAIHANSMELIAGSVDTTAISLVMTLFELARNPDVQQALRQESLAAEASIVANPQKAMSDLPLLRAALKETLRLYPVGSFVERIVHSDLVLQNYHVPAGTFVIIYLYSMGRNPAVFPRPERYMPQRWLERKRSFQHLAFGFGVRQCLGRRLAEVEMLLLLHHMLKTFQVETLRQEDMQMVFRFLLMPSSSPFLTFRPVS. The pIC50 is 6.3.